Dataset: Forward reaction prediction with 1.9M reactions from USPTO patents (1976-2016). Task: Predict the product of the given reaction. (1) Given the reactants [NH2:1][C:2]1[C:3]([CH3:13])=[C:4]([CH:9]=[C:10]([Cl:12])[CH:11]=1)[C:5]([O:7][CH3:8])=[O:6].O=[C:15]1[CH2:20][CH2:19][N:18]([C:21]([O:23][C:24]([CH3:27])([CH3:26])[CH3:25])=[O:22])[CH2:17][CH2:16]1.C(O)(=O)C.C(O[BH-](OC(=O)C)OC(=O)C)(=O)C.[Na+], predict the reaction product. The product is: [Cl:12][C:10]1[CH:9]=[C:4]([C:5]([O:7][CH3:8])=[O:6])[C:3]([CH3:13])=[C:2]([NH:1][CH:15]2[CH2:20][CH2:19][N:18]([C:21]([O:23][C:24]([CH3:27])([CH3:26])[CH3:25])=[O:22])[CH2:17][CH2:16]2)[CH:11]=1. (2) The product is: [Br:13][CH2:1][C:2]1[N:3]=[CH:4][C:5]([C:8]2[CH:12]=[CH:11][O:10][N:9]=2)=[CH:6][N:7]=1. Given the reactants [CH3:1][C:2]1[N:7]=[CH:6][C:5]([C:8]2[CH:12]=[CH:11][O:10][N:9]=2)=[CH:4][N:3]=1.[Br:13]NC(=O)CCC(N)=O.C(OOC(=O)C1C=CC=CC=1)(=O)C1C=CC=CC=1, predict the reaction product. (3) Given the reactants [CH3:1][O:2][C:3]1[CH:4]=[CH:5][C:6]2[N:7]=[CH:8][N:9]=[C:10]([CH2:13][CH2:14][C:15]34[CH2:22][CH2:21][C:18]([NH:23]C(=O)OC(C)(C)C)([CH2:19][CH2:20]3)[CH2:17][O:16]4)[C:11]=2[N:12]=1.FC(F)(F)C(O)=O, predict the reaction product. The product is: [CH3:1][O:2][C:3]1[CH:4]=[CH:5][C:6]2[N:7]=[CH:8][N:9]=[C:10]([CH2:13][CH2:14][C:15]34[CH2:20][CH2:19][C:18]([NH2:23])([CH2:21][CH2:22]3)[CH2:17][O:16]4)[C:11]=2[N:12]=1. (4) Given the reactants [F:1][C:2]([P:8]([C:15]([F:21])([F:20])[C:16]([F:19])([F:18])[F:17])(=[O:14])[O:9][CH2:10][CH2:11][CH2:12][Br:13])([F:7])[C:3]([F:6])([F:5])[F:4].[CH3:22][N:23]1[CH:27]=[CH:26][N:25]=[CH:24]1, predict the reaction product. The product is: [F:7][C:2]([P:8]([C:15]([F:20])([F:21])[C:16]([F:19])([F:18])[F:17])(=[O:9])[O-:14])([F:1])[C:3]([F:6])([F:5])[F:4].[Br:13][CH2:12][CH2:11][CH2:10][N+:25]1[CH:26]=[CH:27][N:23]([CH3:22])[CH:24]=1. (5) Given the reactants [Li]CCCC.[Cl:6][C:7]1[CH:12]=[CH:11][C:10](Br)=[CH:9][CH:8]=1.[CH3:14][C@@H:15]1[CH2:20][C:19](=[O:21])[CH2:18][C@H:17]([CH3:22])[O:16]1, predict the reaction product. The product is: [Cl:6][C:7]1[CH:12]=[CH:11][C:10]([C:19]2([OH:21])[CH2:18][C@H:17]([CH3:22])[O:16][C@H:15]([CH3:14])[CH2:20]2)=[CH:9][CH:8]=1. (6) The product is: [CH2:17]([O:16][C:14](=[O:15])[C:13]([C:2]1[C:10]2[O:9][CH:8]=[CH:7][C:6]=2[CH:5]=[C:4]([F:11])[CH:3]=1)=[O:19])[CH3:18]. Given the reactants Br[C:2]1[C:10]2[O:9][CH:8]=[CH:7][C:6]=2[CH:5]=[C:4]([F:11])[CH:3]=1.[Mg].[C:13](OCC)(=[O:19])[C:14]([O:16][CH2:17][CH3:18])=[O:15], predict the reaction product. (7) Given the reactants [F:1][C:2]1[CH:7]=[CH:6][C:5]([CH:8]2[N:12]([S:13]([C:16]3[CH:21]=[CH:20][C:19]([CH3:22])=[CH:18][CH:17]=3)(=[O:15])=[O:14])[CH:11]([CH2:23][CH2:24][CH2:25][C:26]([NH2:28])=[NH:27])[CH2:10][CH2:9]2)=[CH:4][CH:3]=1.C(O[CH:32](OCC)[CH2:33][CH:34](OCC)OCC)C, predict the reaction product. The product is: [F:1][C:2]1[CH:7]=[CH:6][C:5]([CH:8]2[N:12]([S:13]([C:16]3[CH:21]=[CH:20][C:19]([CH3:22])=[CH:18][CH:17]=3)(=[O:14])=[O:15])[CH:11]([CH2:23][CH2:24][CH2:25][C:26]3[N:28]=[CH:34][CH:33]=[CH:32][N:27]=3)[CH2:10][CH2:9]2)=[CH:4][CH:3]=1. (8) Given the reactants Br[C:2]1[CH:3]=[C:4]([NH:9][C:10](=[O:28])[C:11]2[CH:16]=[CH:15][C:14]([CH2:17][N:18]3[CH2:23][CH2:22][O:21][CH2:20][CH2:19]3)=[C:13]([C:24]([F:27])([F:26])[F:25])[CH:12]=2)[CH:5]=[CH:6][C:7]=1[CH3:8].Br[C:30]1[CH:31]=[C:32]2[C:37](=[CH:38][CH:39]=1)[CH:36]=[N:35][N:34]=[CH:33]2, predict the reaction product. The product is: [CH3:8][C:7]1[CH:6]=[CH:5][C:4]([NH:9][C:10](=[O:28])[C:11]2[CH:16]=[CH:15][C:14]([CH2:17][N:18]3[CH2:19][CH2:20][O:21][CH2:22][CH2:23]3)=[C:13]([C:24]([F:25])([F:26])[F:27])[CH:12]=2)=[CH:3][C:2]=1[C:30]1[CH:31]=[C:32]2[C:37](=[CH:38][CH:39]=1)[CH:36]=[N:35][N:34]=[CH:33]2. (9) Given the reactants [NH2:1][C:2]([NH:4][C:5]1[S:6][C:7]([C:26]2[CH:31]=[CH:30][C:29]([NH:32][C:33]([O:35][CH2:36][CH3:37])=[O:34])=[C:28]([F:38])[CH:27]=2)=[CH:8][C:9]=1[C:10]([NH:12][C@H:13]1[CH2:18][CH2:17][CH2:16][N:15](C(OC(C)(C)C)=O)[CH2:14]1)=[O:11])=[O:3].Cl.O1CCOCC1, predict the reaction product. The product is: [CH2:36]([O:35][C:33](=[O:34])[NH:32][C:29]1[CH:30]=[CH:31][C:26]([C:7]2[S:6][C:5]([NH:4][C:2]([NH2:1])=[O:3])=[C:9]([C:10](=[O:11])[NH:12][C@H:13]3[CH2:18][CH2:17][CH2:16][NH:15][CH2:14]3)[CH:8]=2)=[CH:27][C:28]=1[F:38])[CH3:37].